Dataset: Catalyst prediction with 721,799 reactions and 888 catalyst types from USPTO. Task: Predict which catalyst facilitates the given reaction. (1) Reactant: Br[C:2]1[CH:3]=[CH:4][C:5]([NH:9][CH2:10][C:11]2[CH:16]=[CH:15][CH:14]=[CH:13][C:12]=2[Cl:17])=[N:6][C:7]=1[F:8].C([Li])CCC.C([Li])(C)(C)C.[CH:28]([Si:31]([CH:46]([CH3:48])[CH3:47])([CH:43]([CH3:45])[CH3:44])[N:32]1[C:36]2=[N:37][CH:38]=[CH:39][CH:40]=[C:35]2[C:34]([CH:41]=[O:42])=[CH:33]1)([CH3:30])[CH3:29].[Cl-].[NH4+]. Product: [Cl:17][C:12]1[CH:13]=[CH:14][CH:15]=[CH:16][C:11]=1[CH2:10][NH:9][C:5]1[N:6]=[C:7]([F:8])[C:2]([CH:41]([C:34]2[C:35]3[C:36](=[N:37][CH:38]=[CH:39][CH:40]=3)[N:32]([Si:31]([CH:43]([CH3:45])[CH3:44])([CH:46]([CH3:48])[CH3:47])[CH:28]([CH3:29])[CH3:30])[CH:33]=2)[OH:42])=[CH:3][CH:4]=1. The catalyst class is: 7. (2) Reactant: [CH3:1][O:2][C:3]1[CH:8]=[CH:7][C:6]([C:9]2[CH:14]=[CH:13][C:12]([C:15]3[CH:16]=[CH:17][C:18]4[N:19]([CH:21]=[C:22]([CH3:24])[N:23]=4)[N:20]=3)=[CH:11][CH:10]=2)=[CH:5][CH:4]=1.C1C(=O)N([Br:32])C(=O)C1. Product: [Br:32][C:21]1[N:19]2[N:20]=[C:15]([C:12]3[CH:11]=[CH:10][C:9]([C:6]4[CH:5]=[CH:4][C:3]([O:2][CH3:1])=[CH:8][CH:7]=4)=[CH:14][CH:13]=3)[CH:16]=[CH:17][C:18]2=[N:23][C:22]=1[CH3:24]. The catalyst class is: 3. (3) Reactant: [Cl:1][C:2]1[CH:3]=[C:4]([NH2:11])[C:5](=[CH:9][CH:10]=1)[C:6](O)=[O:7].C1([N:18]=C=NC2CCCCC2)CCCCC1.O.OC1C2N=NNC=2C=CC=1.[OH-].[NH4+]. Product: [NH2:11][C:4]1[CH:3]=[C:2]([Cl:1])[CH:10]=[CH:9][C:5]=1[C:6]([NH2:18])=[O:7]. The catalyst class is: 9. (4) Reactant: [CH3:1][C:2]1[C:7]([CH3:8])=[CH:6][C:5]2[N:9]([C@H:12]3[O:16][C@H:15]([CH2:17][OH:18])[C@@H:14]([O:19][P:20]([O:23][C@@H:24]([CH2:26][NH:27][C:28]([CH2:30][CH2:31][C@@:32]4([CH3:89])[C:48]5=[N:49][C@@H:34]([C@:35]6([CH3:84])[N-:73][C:38](=[C:39]([CH3:72])[C:40]7[C@:61]([CH2:63][C:64]([NH2:66])=[O:65])([CH3:62])[C@H:60]([CH2:67][CH2:68][C:69]([NH2:71])=[O:70])[C:42](=[CH:43][C:44]8[C:52]([CH3:54])([CH3:53])[C@H:51]([CH2:55][CH2:56][C:57]([NH2:59])=[O:58])[C:46](=[C:47]5[CH3:50])[N:45]=8)[N:41]=7)[C@@H:37]([CH2:74][CH2:75][C:76]([NH2:78])=[O:77])[C@@:36]6([CH2:80][C:81]([NH2:83])=[O:82])[CH3:79])[C@@H:33]4[CH2:85][C:86]([NH2:88])=[O:87])=[O:29])[CH3:25])([O-:22])=[O:21])[C@H:13]3[OH:90])[CH:10]=[N:11][C:4]=2[CH:3]=1.[C-:91]#[N:92].[Co+3:93].[CH2:94]1[C:103]2[C:98](=[CH:99][C:100]([OH:105])=[CH:101][C:102]=2[OH:104])[O:97][C@H:96]([C:106]2[CH:111]=[C:110]([OH:112])[C:109]([OH:113])=[C:108]([OH:114])[CH:107]=2)[C@@H:95]1[O:115][C:116]([C:118]1[CH:123]=[C:122]([OH:124])[C:121]([OH:125])=[C:120]([OH:126])[CH:119]=1)=[O:117].C(O)C. Product: [CH3:1][C:2]1[C:7]([CH3:8])=[CH:6][C:5]2[N:9]([C@H:12]3[O:16][C@H:15]([CH2:17][OH:18])[C@@H:14]([O:19][P:20]([O:23][C@@H:24]([CH2:26][NH:27][C:28]([CH2:30][CH2:31][C@@:32]4([CH3:89])[C:48]5=[N:49][C@@H:34]([C@:35]6([CH3:84])[N-:73][C:38](=[C:39]([CH3:72])[C:40]7[C@:61]([CH2:63][C:64]([NH2:66])=[O:65])([CH3:62])[C@H:60]([CH2:67][CH2:68][C:69]([NH2:71])=[O:70])[C:42](=[CH:43][C:44]8[C:52]([CH3:54])([CH3:53])[C@H:51]([CH2:55][CH2:56][C:57]([NH2:59])=[O:58])[C:46](=[C:47]5[CH3:50])[N:45]=8)[N:41]=7)[C@@H:37]([CH2:74][CH2:75][C:76]([NH2:78])=[O:77])[C@@:36]6([CH2:80][C:81]([NH2:83])=[O:82])[CH3:79])[C@@H:33]4[CH2:85][C:86]([NH2:88])=[O:87])=[O:29])[CH3:25])([O-:22])=[O:21])[C@H:13]3[OH:90])[CH:10]=[N:11][C:4]=2[CH:3]=1.[C-:91]#[N:92].[Co+3:93].[CH2:94]1[C:103]2[C:98](=[CH:99][C:100]([OH:105])=[CH:101][C:102]=2[OH:104])[O:97][C@H:96]([C:106]2[CH:111]=[C:110]([OH:112])[C:109]([OH:113])=[C:108]([OH:114])[CH:107]=2)[C@@H:95]1[O:115][C:116]([C:118]1[CH:123]=[C:122]([OH:124])[C:121]([OH:125])=[C:120]([OH:126])[CH:119]=1)=[O:117]. The catalyst class is: 6. (5) Reactant: [C-]#N.[K+].CC(C)(O)[C:6]#[N:7].[Cl:10][C:11]1[CH:12]=[C:13](/[C:18](/[C:41]([F:44])([F:43])[F:42])=[CH:19]\[C:20]([C:22]2[CH:39]=[CH:38][C:25]([C:26]([NH:28][CH2:29][C:30](=[O:37])[NH:31][CH2:32][C:33]([F:36])([F:35])[F:34])=[O:27])=[C:24]([CH3:40])[CH:23]=2)=[O:21])[CH:14]=[C:15]([Cl:17])[CH:16]=1.O. Product: [C:6]([C@@:18]([C:13]1[CH:12]=[C:11]([Cl:10])[CH:16]=[C:15]([Cl:17])[CH:14]=1)([C:41]([F:44])([F:42])[F:43])[CH2:19][C:20]([C:22]1[CH:39]=[CH:38][C:25]([C:26]([NH:28][CH2:29][C:30](=[O:37])[NH:31][CH2:32][C:33]([F:35])([F:36])[F:34])=[O:27])=[C:24]([CH3:40])[CH:23]=1)=[O:21])#[N:7]. The catalyst class is: 11.